From a dataset of Full USPTO retrosynthesis dataset with 1.9M reactions from patents (1976-2016). Predict the reactants needed to synthesize the given product. (1) Given the product [C:3]([C:5]1[CH:6]=[CH:7][C:8]([CH2:9][N:10]2[C:14](=[O:15])[CH2:13][S:12][C:11]2=[O:16])=[CH:17][CH:18]=1)([OH:4])=[O:2], predict the reactants needed to synthesize it. The reactants are: C[O:2][C:3]([C:5]1[CH:18]=[CH:17][C:8]([CH2:9][N:10]2[C:14](=[O:15])[CH2:13][S:12][C:11]2=[O:16])=[CH:7][CH:6]=1)=[O:4].C(O)(=O)C.Cl. (2) The reactants are: [H-].[Na+].[CH3:3][C@@:4]1([C:15]([O:17][CH3:18])=[O:16])[CH2:8][CH2:7][C@H:6]([C:9]([O:11][CH3:12])=[O:10])[C:5]1([CH3:14])[CH3:13]. Given the product [CH3:3][C@@:4]1([C:15]([O:17][CH3:18])=[O:16])[CH2:8][CH2:7][C@@H:6]([C:9]([O:11][CH3:12])=[O:10])[C:5]1([CH3:13])[CH3:14], predict the reactants needed to synthesize it. (3) Given the product [F:1][C:2]1[CH:3]=[C:4]([CH:6]=[CH:7][C:8]=1[F:9])[N:5]([CH2:17][C:16]1[CH:19]=[CH:20][C:13]([N+:10]([O-:12])=[O:11])=[CH:14][CH:15]=1)[CH2:17][C:16]1[CH:19]=[CH:20][C:13]([N+:10]([O-:12])=[O:11])=[CH:14][CH:15]=1, predict the reactants needed to synthesize it. The reactants are: [F:1][C:2]1[CH:3]=[C:4]([CH:6]=[CH:7][C:8]=1[F:9])[NH2:5].[N+:10]([C:13]1[CH:20]=[CH:19][C:16]([CH2:17]Br)=[CH:15][CH:14]=1)([O-:12])=[O:11]. (4) Given the product [CH3:30][S:27]([C:23]1[CH:22]=[C:21]2[C:26](=[CH:25][CH:24]=1)[N:18]([C:15]1[N:14]=[CH:13][C:12]([O:11][CH:8]3[CH2:9][CH2:10][N:5]([C:3](=[O:4])[CH2:2][N:31]4[CH2:36][CH2:35][O:34][CH2:33][CH2:32]4)[CH2:6][CH2:7]3)=[CH:17][CH:16]=1)[CH:19]=[CH:20]2)(=[O:28])=[O:29], predict the reactants needed to synthesize it. The reactants are: Cl[CH2:2][C:3]([N:5]1[CH2:10][CH2:9][CH:8]([O:11][C:12]2[CH:13]=[N:14][C:15]([N:18]3[C:26]4[C:21](=[CH:22][C:23]([S:27]([CH3:30])(=[O:29])=[O:28])=[CH:24][CH:25]=4)[CH:20]=[CH:19]3)=[CH:16][CH:17]=2)[CH2:7][CH2:6]1)=[O:4].[NH:31]1[CH2:36][CH2:35][O:34][CH2:33][CH2:32]1. (5) The reactants are: C(Cl)(=O)C(Cl)=O.CS(C)=O.[Br:11][C:12]1[C:20]2[C:15](=[CH:16][N:17]=[C:18]([CH2:21][OH:22])[CH:19]=2)[O:14][CH:13]=1.CCN(CC)CC. Given the product [Br:11][C:12]1[C:20]2[C:15](=[CH:16][N:17]=[C:18]([CH:21]=[O:22])[CH:19]=2)[O:14][CH:13]=1, predict the reactants needed to synthesize it. (6) Given the product [CH2:1]([O:3][C:4](=[O:20])[CH:5]([O:17][CH2:18][CH3:19])[CH2:6][C:7]1[CH:12]=[CH:11][C:10]([O:13][CH2:22][C:23]2[N:24]=[C:25]([C:29]3[CH:34]=[CH:33][CH:32]=[C:31]([Cl:35])[CH:30]=3)[O:26][C:27]=2[CH3:28])=[CH:9][C:8]=1[O:14][CH2:15][CH3:16])[CH3:2], predict the reactants needed to synthesize it. The reactants are: [CH2:1]([O:3][C:4](=[O:20])[CH:5]([O:17][CH2:18][CH3:19])[CH2:6][C:7]1[CH:12]=[CH:11][C:10]([OH:13])=[CH:9][C:8]=1[O:14][CH2:15][CH3:16])[CH3:2].Cl[CH2:22][C:23]1[N:24]=[C:25]([C:29]2[CH:34]=[CH:33][CH:32]=[C:31]([Cl:35])[CH:30]=2)[O:26][C:27]=1[CH3:28].ClC1C=C(C=CC=1)C=O.O=P(Cl)(Cl)Cl.C(=O)([O-])[O-].[K+].[K+].